This data is from Forward reaction prediction with 1.9M reactions from USPTO patents (1976-2016). The task is: Predict the product of the given reaction. (1) The product is: [F:27][C:23]1[CH:22]=[C:21]([C:20]2[C:14]3[O:13][CH:12]([CH2:11][NH2:10])[CH2:16][C:15]=3[CH:17]=[CH:18][CH:19]=2)[CH:26]=[CH:25][CH:24]=1. Given the reactants C(OC(=O)[NH:10][CH2:11][CH:12]1[CH2:16][C:15]2[CH:17]=[CH:18][CH:19]=[C:20]([C:21]3[CH:26]=[CH:25][CH:24]=[C:23]([F:27])[CH:22]=3)[C:14]=2[O:13]1)C1C=CC=CC=1, predict the reaction product. (2) Given the reactants C[O:2][C:3]1[C:11]([O:12]C)=[CH:10][CH:9]=[CH:8][C:4]=1[C:5](O)=O.S(Cl)(Cl)=O.N.C([NH2:27])(=O)C1C=CC=CC=1.O=P(Cl)(Cl)Cl.CN(C)C1C=CC=CC=1.[Cl-].[Al+3].[Cl-].[Cl-], predict the reaction product. The product is: [OH:2][C:3]1[C:11]([OH:12])=[CH:10][CH:9]=[CH:8][C:4]=1[C:5]#[N:27]. (3) Given the reactants [CH2:1]([OH:19])[CH2:2]CCCCCCCCCCCCCCCC.C(N=C=O)CCCCC[N:26]=[C:27]=[O:28].[C:32]([O-:45])(=[O:44])[CH2:33][CH2:34]CCCCCCCCC.C([Sn+2]CCCC)CCC.[C:32]([O-:45])(=[O:44])[CH2:33][CH2:34]CCCCCCCCC.C(OCCO)(=O)C=C.COC1C=CC(O)=CC=1, predict the reaction product. The product is: [C:32]([OH:45])(=[O:44])[CH:33]=[CH2:34].[NH2:26][C:27]([O:19][CH2:1][CH3:2])=[O:28]. (4) Given the reactants [C:1]1([C@@H:11]([NH2:13])[CH3:12])[C:10]2[C:5](=[CH:6][CH:7]=[CH:8][CH:9]=2)[CH:4]=[CH:3][CH:2]=1.C([O:18][C:19]([C:21]1[CH:26]=[CH:25][CH:24]=[CH:23][C:22]=1[C:27]1[CH:32]=[CH:31][C:30]([CH2:33][N:34]2[C:42]3[C:37](=[CH:38][C:39]([C:43](O)=[O:44])=[CH:40][CH:41]=3)[C:36]([CH3:46])=[C:35]2[CH3:47])=[CH:29][CH:28]=1)=[O:20])(C)(C)C, predict the reaction product. The product is: [CH3:47][C:35]1[N:34]([CH2:33][C:30]2[CH:31]=[CH:32][C:27]([C:22]3[C:21]([C:19]([OH:20])=[O:18])=[CH:26][CH:25]=[CH:24][CH:23]=3)=[CH:28][CH:29]=2)[C:42]2[C:37]([C:36]=1[CH3:46])=[CH:38][C:39]([C:43](=[O:44])[NH:13][C@H:11]([C:1]1[C:10]3[C:5](=[CH:6][CH:7]=[CH:8][CH:9]=3)[CH:4]=[CH:3][CH:2]=1)[CH3:12])=[CH:40][CH:41]=2. (5) Given the reactants [CH3:1][C@@H:2]1[CH2:7][C@H:6]([C:8]2[N:9]=[CH:10][C:11]([NH2:14])=[N:12][CH:13]=2)[CH2:5][CH2:4][O:3]1.C1C(=O)N([Br:22])C(=O)C1, predict the reaction product. The product is: [Br:22][C:10]1[C:11]([NH2:14])=[N:12][CH:13]=[C:8]([C@@H:6]2[CH2:5][CH2:4][O:3][C@H:2]([CH3:1])[CH2:7]2)[N:9]=1. (6) The product is: [CH3:8][O:9][C:10]1[CH:15]=[CH:14][C:13]([S:16][C:2]([CH3:7])([CH3:1])[CH2:3][C:4]([OH:6])=[O:5])=[CH:12][CH:11]=1. Given the reactants [CH3:1][C:2]([CH3:7])=[CH:3][C:4]([OH:6])=[O:5].[CH3:8][O:9][C:10]1[CH:15]=[CH:14][C:13]([SH:16])=[CH:12][CH:11]=1.N1CCCCC1, predict the reaction product. (7) Given the reactants [OH:1][C:2]1[C:9]([CH3:10])=[CH:8][C:5]([CH:6]=[O:7])=[C:4]([CH3:11])[CH:3]=1.[CH2:12](Br)[C:13]1[CH:18]=[CH:17][CH:16]=[CH:15][CH:14]=1.C(=O)([O-])[O-].[K+].[K+], predict the reaction product. The product is: [CH2:12]([O:1][C:2]1[C:9]([CH3:10])=[CH:8][C:5]([CH:6]=[O:7])=[C:4]([CH3:11])[CH:3]=1)[C:13]1[CH:18]=[CH:17][CH:16]=[CH:15][CH:14]=1. (8) Given the reactants [F:1][CH:2]([F:25])[O:3][C:4]1[CH:9]=[CH:8][C:7]([C:10]2[CH:11]=[N:12][C:13]([NH:16][C:17]3[CH:18]=[C:19]([CH2:23][OH:24])[CH:20]=[CH:21][CH:22]=3)=[N:14][CH:15]=2)=[CH:6][CH:5]=1.C(N(CC)CC)C.[CH3:33][S:34](Cl)(=[O:36])=[O:35], predict the reaction product. The product is: [CH3:33][S:34]([O:24][CH2:23][C:19]1[CH:20]=[CH:21][CH:22]=[C:17]([NH:16][C:13]2[N:12]=[CH:11][C:10]([C:7]3[CH:8]=[CH:9][C:4]([O:3][CH:2]([F:1])[F:25])=[CH:5][CH:6]=3)=[CH:15][N:14]=2)[CH:18]=1)(=[O:36])=[O:35].